Dataset: Catalyst prediction with 721,799 reactions and 888 catalyst types from USPTO. Task: Predict which catalyst facilitates the given reaction. (1) Reactant: [CH3:1][S-:2].[Br:3][C:4]1[CH:9]=[C:8]([CH2:10]Br)[C:7]([F:12])=[CH:6][C:5]=1[O:13][CH3:14].O.C(OCC)(=O)C. Product: [Br:3][C:4]1[CH:9]=[C:8]([CH2:10][S:2][CH3:1])[C:7]([F:12])=[CH:6][C:5]=1[O:13][CH3:14]. The catalyst class is: 3. (2) Reactant: [Br:1][C:2]1[CH:7]=[CH:6][C:5]([OH:8])=[CH:4][CH:3]=1.[F:9][C:10]([F:20])([F:19])[O:11][C:12]1[CH:17]=[CH:16][C:15](I)=[CH:14][CH:13]=1.CC(C)(C(=O)CC(=O)C(C)(C)C)C.C(=O)([O-])[O-].[Cs+].[Cs+]. Product: [Br:1][C:2]1[CH:7]=[CH:6][C:5]([O:8][C:15]2[CH:14]=[CH:13][C:12]([O:11][C:10]([F:9])([F:19])[F:20])=[CH:17][CH:16]=2)=[CH:4][CH:3]=1. The catalyst class is: 60. (3) Reactant: [C:1]([O:5][C:6](=[O:30])[CH2:7][CH:8]([NH:15][S:16]([C:19]1[CH:24]=[CH:23][C:22]([NH:25][C:26](=[O:28])[CH3:27])=[CH:21][C:20]=1[OH:29])(=[O:18])=[O:17])[C:9]([N:11]([O:13][CH3:14])[CH3:12])=[O:10])([CH3:4])([CH3:3])[CH3:2].[N:31]1[C:40]2[C:35](=[C:36]([CH2:41][CH2:42]O)[CH:37]=[CH:38][CH:39]=2)[CH:34]=[CH:33][CH:32]=1.C1(P(C2C=CC=CC=2)C2C=CC=CC=2)C=CC=CC=1.CCOC(/N=N/C(OCC)=O)=O. Product: [C:1]([O:5][C:6](=[O:30])[CH2:7][CH:8]([NH:15][S:16]([C:19]1[CH:24]=[CH:23][C:22]([NH:25][C:26](=[O:28])[CH3:27])=[CH:21][C:20]=1[O:29][CH2:42][CH2:41][C:36]1[CH:37]=[CH:38][CH:39]=[C:40]2[C:35]=1[CH:34]=[CH:33][CH:32]=[N:31]2)(=[O:18])=[O:17])[C:9]([N:11]([O:13][CH3:14])[CH3:12])=[O:10])([CH3:4])([CH3:2])[CH3:3]. The catalyst class is: 1. (4) Reactant: CS(C)=O.C(Cl)(C(Cl)=O)=O.[Si:11]([O:18][C@H:19]1[C@H:23]2[O:24][CH2:25][CH:26]([CH2:27][CH2:28][OH:29])[C@H:22]2[O:21][CH2:20]1)([C:14]([CH3:17])([CH3:16])[CH3:15])([CH3:13])[CH3:12].CCN(CC)CC. Product: [Si:11]([O:18][C@H:19]1[C@H:23]2[O:24][CH2:25][CH:26]([CH2:27][CH:28]=[O:29])[C@H:22]2[O:21][CH2:20]1)([C:14]([CH3:17])([CH3:15])[CH3:16])([CH3:13])[CH3:12]. The catalyst class is: 2. (5) Reactant: [I:1][C:2]1C(C)(C)[O:4][C:5]2[C:10]([CH:11]=1)=CC=CC=2C(O)=O.[NH2:17][C@@H:18]([CH2:29][OH:30])[CH2:19][C:20]1[C:28]2[C:23](=[CH:24][CH:25]=[CH:26][CH:27]=2)[NH:22][CH:21]=1.[CH2:31](Cl)CCl.[CH:35]1[CH:36]=[CH:37][C:38]2N(O)N=N[C:39]=2[CH:40]=1.CN([CH:48]=[O:49])C. Product: [OH:30][CH2:29][C@H:18]([NH:17][C:5]([C:10]1[CH:11]=[C:2]([I:1])[CH:35]=[C:36]2[C:48]=1[O:49][C:39]([CH3:40])([CH3:31])[CH:38]=[CH:37]2)=[O:4])[CH2:19][C:20]1[C:28]2[C:23](=[CH:24][CH:25]=[CH:26][CH:27]=2)[NH:22][CH:21]=1. The catalyst class is: 66. (6) Reactant: OC[C:3]1[O:9][C:6]([CH:7]=[O:8])=[CH:5][CH:4]=1.[C:10](=[O:13])([O-:12])[O-].[Na+].[Na+].[O:16]=O.Cl. Product: [O:9]1[C:3]([C:10]([OH:12])=[O:13])=[CH:4][CH:5]=[C:6]1[C:7]([OH:16])=[O:8]. The catalyst class is: 553. (7) Reactant: [Cl:1][C:2]1[CH:3]=[CH:4][C:5]([O:16][CH2:17][C:18]2[CH:23]=[CH:22][CH:21]=[CH:20][CH:19]=2)=[C:6]([CH2:8][C:9]2[S:10][CH:11]=[C:12]([C:14]#[N:15])[N:13]=2)[CH:7]=1.[CH3:24][O-:25].[Na+]. Product: [Cl:1][C:2]1[CH:3]=[CH:4][C:5]([O:16][CH2:17][C:18]2[CH:19]=[CH:20][CH:21]=[CH:22][CH:23]=2)=[C:6]([CH2:8][C:9]2[S:10][CH:11]=[C:12]([C:14](=[NH:15])[O:25][CH3:24])[N:13]=2)[CH:7]=1. The catalyst class is: 5. (8) Reactant: [CH:1]([C:3]1[S:4][CH:5]=[C:6]([C:8]([O:10][CH2:11][CH3:12])=[O:9])[N:7]=1)=O.[NH:13]1[CH2:18][CH2:17][O:16][CH2:15][CH2:14]1.C(O[BH-](OC(=O)C)OC(=O)C)(=O)C.[Na+].C(=O)(O)[O-].[Na+]. Product: [N:13]1([CH2:1][C:3]2[S:4][CH:5]=[C:6]([C:8]([O:10][CH2:11][CH3:12])=[O:9])[N:7]=2)[CH2:18][CH2:17][O:16][CH2:15][CH2:14]1. The catalyst class is: 61.